From a dataset of Experimentally validated miRNA-target interactions with 360,000+ pairs, plus equal number of negative samples. Binary Classification. Given a miRNA mature sequence and a target amino acid sequence, predict their likelihood of interaction. (1) The miRNA is hsa-miR-6791-3p with sequence UGCCUCCUUGGUCUCCGGCAG. The protein sequence of the target gene is MLQLRDSVDSAGTSPTAVLAAGEEVGAGGGPGGGRPGAGTPLRQTLWPLSIHDPTRRARVKEYFVFRPGSIEQAVEEIRVVVRPVEDGEIQGVWLLTEVDHWNNEKERLVLVTEQSLLICKYDFISLQCQQVVRIALNAVDTISYGEFQFPPKSLNKREGFGIRIQWDKQSRPSFINRWNPWSTNVPYATFTEHPMAGADEKTASLCQLESFKALLIQAVKKAQKESPLPGQANGVLILERPLLIETYVGLMSFINNEAKLGYSMTRGKIGF. Result: 1 (interaction). (2) The miRNA is hsa-miR-495-3p with sequence AAACAAACAUGGUGCACUUCUU. The protein sequence of the target gene is MFVSDFRKEFYEVVQSQRVLLFVASDVDALCACKILQALFQCDHVQYTLVPVSGWQELETAFLEHKEQFHYFILINCGANVDLLDILQPDEDTIFFVCDTHRPVNVVNVYNDTQIKLLIKQDDDLEVPAYEDIFRDEEEDEEHSGNDSDGSEPSEKRTRLEEEIVEQTMRRRQRREWEARRRDILFDYEQYEYHGTSSAMVMFELAWMLSKDLNDMLWWAIVGLTDQWVQDKITQMKYVTDVGVLQRHVSRHNHRNEDEENTLSVDCTRISFEYDLRLVLYQHWSLHDSLCNTSYTAARF.... Result: 0 (no interaction). (3) The protein sequence of the target gene is MESWPWMAVVVLLGLTVRWTVSLSSYSGAGKPPMFGDYEAQRHWQEITLNLPVKQWYFNSSDNNLLYWGLDYPPLTAYHSLLCAYVAKFINPDWVALHTSRGYESQAHKLFMRATVLAADLLIYVPAVLLYCYSLKEISPKRKIASALCILLYPGLILIDYGHFQYNSVSLGFALWGVLGVSWDWDLLGSLAFCLALNYKQMELYHSLPFFCFLLGKCFKKGLKGKGLALFIRIACTVLASFLLCWLPFLTEREHALQVVRRLFPVDRGLFEDKVANIWCSVNVFLKIKDTLPRHIQIAI.... The miRNA is hsa-miR-8054 with sequence GAAAGUACAGAUCGGAUGGGU. Result: 0 (no interaction).